This data is from Full USPTO retrosynthesis dataset with 1.9M reactions from patents (1976-2016). The task is: Predict the reactants needed to synthesize the given product. (1) Given the product [CH2:19]([O:26][C@H:27]1[CH2:31][N:30]([C:32]([O:34][C:35]([CH3:36])([CH3:37])[CH3:38])=[O:33])[C@H:29]([C:39](=[O:40])[NH:1][N:2]2[CH:6]=[CH:5][C:4]([Br:7])=[C:3]2[C:8](=[O:9])[NH:10][C:11]2[CH:16]=[C:15]([F:17])[CH:14]=[C:13]([F:18])[CH:12]=2)[CH2:28]1)[C:20]1[CH:25]=[CH:24][CH:23]=[CH:22][CH:21]=1, predict the reactants needed to synthesize it. The reactants are: [NH2:1][N:2]1[CH:6]=[CH:5][C:4]([Br:7])=[C:3]1[C:8]([NH:10][C:11]1[CH:16]=[C:15]([F:17])[CH:14]=[C:13]([F:18])[CH:12]=1)=[O:9].[CH2:19]([O:26][C@H:27]1[CH2:31][N:30]([C:32]([O:34][C:35]([CH3:38])([CH3:37])[CH3:36])=[O:33])[C@H:29]([C:39](O)=[O:40])[CH2:28]1)[C:20]1[CH:25]=[CH:24][CH:23]=[CH:22][CH:21]=1.C(N(C(C)C)CC)(C)C.C(P1(=O)OP(CCC)(=O)OP(CCC)(=O)O1)CC. (2) Given the product [NH2:21][C:2]1[C:14]2[C:13]3[CH:12]=[C:11]([F:15])[CH:10]=[CH:9][C:8]=3[NH:7][C:6]=2[C:5]([C:16]([NH2:17])=[O:22])=[CH:4][N:3]=1, predict the reactants needed to synthesize it. The reactants are: Cl[C:2]1[C:14]2[C:13]3[CH:12]=[C:11]([F:15])[CH:10]=[CH:9][C:8]=3[NH:7][C:6]=2[C:5]([C:16]#[N:17])=[CH:4][N:3]=1.CCO.[NH4+:21].[OH-:22]. (3) The reactants are: [F:1][C:2]1[CH:7]=[CH:6][C:5]([CH3:8])=[CH:4][C:3]=1[NH:9][C:10]1[N:15]2[N:16]=[CH:17][C:18]([S:19]([NH2:22])(=[O:21])=[O:20])=[C:14]2[N:13]=[CH:12][C:11]=1[C:23]([N:25]1[CH2:30][CH2:29][CH:28]([C:31]2[CH:36]=[CH:35][C:34]([F:37])=[CH:33][CH:32]=2)[CH2:27][CH2:26]1)=[O:24].[C:38](O)(=[O:41])[CH2:39][CH3:40]. Given the product [F:1][C:2]1[CH:7]=[CH:6][C:5]([CH3:8])=[CH:4][C:3]=1[NH:9][C:10]1[N:15]2[N:16]=[CH:17][C:18]([S:19]([NH:22][C:38](=[O:41])[CH2:39][CH3:40])(=[O:21])=[O:20])=[C:14]2[N:13]=[CH:12][C:11]=1[C:23]([N:25]1[CH2:30][CH2:29][CH:28]([C:31]2[CH:32]=[CH:33][C:34]([F:37])=[CH:35][CH:36]=2)[CH2:27][CH2:26]1)=[O:24], predict the reactants needed to synthesize it. (4) The reactants are: [NH2:1][C:2]1[C:3]([CH3:22])=[C:4]([NH:8][C:9](=[O:21])[C:10]2[CH:15]=[CH:14][C:13]([CH2:16][O:17][CH:18]3[CH2:20][CH2:19]3)=[CH:12][CH:11]=2)[CH:5]=[CH:6][CH:7]=1.N1CCOC[CH2:24]1.C(O)(=O)C.O.[CH2:34]([OH:38])[CH2:35][CH2:36]C. Given the product [CH:18]1([O:17][CH2:16][C:13]2[CH:14]=[CH:15][C:10]([C:9]([NH:8][C:4]3[C:3]([CH3:22])=[C:2]4[C:7]([CH:36]=[C:35]([CH:34]=[O:38])[CH:24]=[N:1]4)=[CH:6][CH:5]=3)=[O:21])=[CH:11][CH:12]=2)[CH2:19][CH2:20]1, predict the reactants needed to synthesize it. (5) Given the product [C:36]([C:33]1[CH:34]=[CH:35][C:30]([CH2:29][O:28][C:25]2[CH:26]=[CH:27][C:22]([O:21][CH:14]([C:11]3[CH:10]=[CH:9][C:8]([C:7]([NH:6][CH2:5][CH2:4][C:3]([OH:41])=[O:2])=[O:40])=[CH:13][CH:12]=3)[CH2:15][CH2:16][CH2:17][CH2:18][CH2:19][CH3:20])=[CH:23][CH:24]=2)=[CH:31][CH:32]=1)([CH3:37])([CH3:38])[CH3:39], predict the reactants needed to synthesize it. The reactants are: C[O:2][C:3](=[O:41])[CH2:4][CH2:5][NH:6][C:7](=[O:40])[C:8]1[CH:13]=[CH:12][C:11]([CH:14]([O:21][C:22]2[CH:27]=[CH:26][C:25]([O:28][CH2:29][C:30]3[CH:35]=[CH:34][C:33]([C:36]([CH3:39])([CH3:38])[CH3:37])=[CH:32][CH:31]=3)=[CH:24][CH:23]=2)[CH2:15][CH2:16][CH2:17][CH2:18][CH2:19][CH3:20])=[CH:10][CH:9]=1.Cl. (6) Given the product [F:25][CH:23]([F:24])[O:22][C:21]1[C:13]([C:10]([C:8]2[NH:7][C:6]3[CH:42]=[CH:43][C:3]([C:1]#[N:2])=[CH:4][C:5]=3[N:9]=2)([OH:12])[CH3:11])=[C:14]2[C:18](=[C:19]([CH3:26])[CH:20]=1)[NH:17][CH:16]=[CH:15]2, predict the reactants needed to synthesize it. The reactants are: [C:1]([C:3]1[CH:43]=[CH:42][C:6]2[N:7](COCC[Si](C)(C)C)[C:8]([C:10]([C:13]3[C:21]([O:22][CH:23]([F:25])[F:24])=[CH:20][C:19]([CH3:26])=[C:18]4[C:14]=3[CH:15]=[CH:16][N:17]4C(OC(C)(C)C)=O)([OH:12])[CH3:11])=[N:9][C:5]=2[CH:4]=1)#[N:2].C(C1C=CC2N=C(C(C3C(OC(F)F)=CC(C)=C4C=3C=CN4C(OC(C)(C)C)=O)(O)C)N(COCC[Si](C)(C)C)C=2C=1)#N.C(N)CN.CCCC[N+](CCCC)(CCCC)CCCC.[F-].